This data is from Retrosynthesis with 50K atom-mapped reactions and 10 reaction types from USPTO. The task is: Predict the reactants needed to synthesize the given product. (1) Given the product CCC1(C)CN(Cc2ccccc2)CCC1N, predict the reactants needed to synthesize it. The reactants are: CCC1(C)CN(Cc2ccccc2)CCC1=O.[BH3-]C#N. (2) Given the product Nc1cc(Cl)cc(Cl)c1O, predict the reactants needed to synthesize it. The reactants are: O=[N+]([O-])c1cc(Cl)cc(Cl)c1O. (3) Given the product O=C(O)C1(CCN2CCN(c3csc4cc(C(F)(F)F)ccc34)CC2)CC1, predict the reactants needed to synthesize it. The reactants are: CC(C)(C)OC(=O)C1(CCN2CCN(c3csc4cc(C(F)(F)F)ccc34)CC2)CC1. (4) Given the product CN1CC(n2nccc2-c2cc(-c3ccccc3C(F)(F)F)ccc2Oc2cc(F)c(S(=O)(=O)Nc3nncs3)cc2Cl)C1, predict the reactants needed to synthesize it. The reactants are: C=O.O=S(=O)(Nc1nncs1)c1cc(Cl)c(Oc2ccc(-c3ccccc3C(F)(F)F)cc2-c2ccnn2C2CNC2)cc1F. (5) The reactants are: CCOC(=O)c1ccc(-c2cccc3cncn23)cc1. Given the product O=C(O)c1ccc(-c2cccc3cncn23)cc1, predict the reactants needed to synthesize it. (6) Given the product CCCCCCC(C)N(C)CCCCc1ccccc1, predict the reactants needed to synthesize it. The reactants are: C=O.CCCCCCC(C)NCCCCc1ccccc1. (7) The reactants are: CC(C)(C)OC(=O)N1CCN(c2ccc3cc(Cl)ccc3n2)CC1. Given the product Clc1ccc2nc(N3CCNCC3)ccc2c1, predict the reactants needed to synthesize it.